Dataset: Forward reaction prediction with 1.9M reactions from USPTO patents (1976-2016). Task: Predict the product of the given reaction. (1) Given the reactants CN(C(O[N:9]1N=[N:16][C:11]2C=CC=N[C:10]1=2)=[N+](C)C)C.F[P-](F)(F)(F)(F)F.C(N(C(C)C)CC)(C)C.[Br:34][C:35]1[CH:40]=[CH:39][C:38]([C@H:41]([NH:47][C@@H:48]([CH2:52][CH:53]([CH3:55])[CH3:54])[C:49]([OH:51])=O)[C:42]2[S:43][CH:44]=[CH:45][N:46]=2)=[CH:37][CH:36]=1.NCC#N, predict the reaction product. The product is: [C:10]([CH2:11][NH:16][C:49](=[O:51])[C@@H:48]([NH:47][C@@H:41]([C:38]1[CH:37]=[CH:36][C:35]([Br:34])=[CH:40][CH:39]=1)[C:42]1[S:43][CH:44]=[CH:45][N:46]=1)[CH2:52][CH:53]([CH3:55])[CH3:54])#[N:9]. (2) Given the reactants [N:1]1[N:2]([C:6]2[CH:14]=[CH:13][CH:12]=[CH:11][C:7]=2[C:8]([Cl:10])=[O:9])[N:3]=[CH:4][CH:5]=1.[NH2:15][CH:16]1[CH2:20][CH2:19][CH2:18][C:17]1([NH:22]C(=O)OC(C)(C)C)[CH3:21].CCN(C(C)C)C(C)C.Cl.O1CCOCC1, predict the reaction product. The product is: [ClH:10].[NH2:22][C:17]1([CH3:21])[CH2:18][CH2:19][CH2:20][CH:16]1[NH:15][C:8](=[O:9])[C:7]1[CH:11]=[CH:12][CH:13]=[CH:14][C:6]=1[N:2]1[N:3]=[CH:4][CH:5]=[N:1]1. (3) Given the reactants [OH-].[Na+].[Br:3][C:4]1[CH:5]=[C:6]([CH:18]=[CH:19][C:20]=1[F:21])[CH:7]=[C:8]1[C:16]2[C:11](=[CH:12][CH:13]=[CH:14][CH:15]=2)[C:10](=O)[O:9]1.O.[NH2:23][NH2:24].Cl, predict the reaction product. The product is: [Br:3][C:4]1[CH:5]=[C:6]([CH:18]=[CH:19][C:20]=1[F:21])[CH2:7][C:8]1[C:16]2[C:11](=[CH:12][CH:13]=[CH:14][CH:15]=2)[C:10](=[O:9])[NH:24][N:23]=1. (4) Given the reactants C(Cl)(Cl)=O.ClC1C(C(F)(F)F)=C(Cl)C(OC)=CC=1N.[Cl:20][C:21]1[C:26]([C:27]([F:30])([F:29])[F:28])=[C:25]([Cl:31])[C:24]([O:32][CH3:33])=[CH:23][C:22]=1[N:34]=[C:35]=[O:36].[CH2:37]([N:39]1[CH2:44][CH2:43][N:42]([C:45]2[CH:50]=[CH:49][C:48]([NH:51][C:52]3[CH:57]=[C:56]([NH:58][CH3:59])[N:55]=[CH:54][N:53]=3)=[CH:47][CH:46]=2)[CH2:41][CH2:40]1)[CH3:38].C([O-])(O)=O.[Na+], predict the reaction product. The product is: [Cl:20][C:21]1[C:26]([C:27]([F:28])([F:30])[F:29])=[C:25]([Cl:31])[C:24]([O:32][CH3:33])=[CH:23][C:22]=1[NH:34][C:35](=[O:36])[N:58]([C:56]1[CH:57]=[C:52]([NH:51][C:48]2[CH:47]=[CH:46][C:45]([N:42]3[CH2:41][CH2:40][N:39]([CH2:37][CH3:38])[CH2:44][CH2:43]3)=[CH:50][CH:49]=2)[N:53]=[CH:54][N:55]=1)[CH3:59]. (5) Given the reactants O([C:8]([NH:10][C:11]1[CH:20]=[CH:19][CH:18]=[C:17]2[C:12]=1[CH2:13][CH2:14][CH2:15][CH:16]2[C:21]1[N:22]=[CH:23][N:24](C(OC(C)(C)C)=O)[CH:25]=1)=[O:9])C1C=CC=CC=1.[NH:33]1[CH2:38][CH2:37][CH2:36][CH2:35][CH2:34]1, predict the reaction product. The product is: [NH:24]1[CH:25]=[C:21]([CH:16]2[CH2:15][CH2:14][CH2:13][C:12]3[C:11]([NH:10][C:8]([N:33]4[CH2:38][CH2:37][CH2:36][CH2:35][CH2:34]4)=[O:9])=[CH:20][CH:19]=[CH:18][C:17]2=3)[N:22]=[CH:23]1. (6) Given the reactants [CH3:1][O:2][C:3]([C:5]1[C:6]([S:18][CH2:19][C:20]2[CH:25]=[CH:24][C:23]([Cl:26])=[CH:22][CH:21]=2)=[N:7][S:8][C:9]=1[NH:10]C(OC(C)(C)C)=O)=[O:4].C(O)(C(F)(F)F)=O, predict the reaction product. The product is: [CH3:1][O:2][C:3]([C:5]1[C:6]([S:18][CH2:19][C:20]2[CH:25]=[CH:24][C:23]([Cl:26])=[CH:22][CH:21]=2)=[N:7][S:8][C:9]=1[NH2:10])=[O:4].